Dataset: Reaction yield outcomes from USPTO patents with 853,638 reactions. Task: Predict the reaction yield, written as a fraction of the theoretical maximum amount of product (1.0 means a 100% yield; for example, 0.34 means a 34% yield). (1) The reactants are [Cl-].O[NH3+:3].[C:4](=[O:7])([O-])[OH:5].[Na+].CS(C)=O.[CH2:13]([C:17]1[N:18]=[C:19]([CH3:48])[N:20]([C:39]2[CH:44]=[CH:43][C:42]([O:45][CH3:46])=[C:41]([F:47])[CH:40]=2)[C:21](=[O:38])[C:22]=1[CH2:23][C:24]1[CH:29]=[CH:28][C:27]([C:30]2[C:31]([C:36]#[N:37])=[CH:32][CH:33]=[CH:34][CH:35]=2)=[CH:26][CH:25]=1)[CH2:14][CH2:15][CH3:16]. The catalyst is O.C(OCC)(=O)C. The product is [CH2:13]([C:17]1[N:18]=[C:19]([CH3:48])[N:20]([C:39]2[CH:44]=[CH:43][C:42]([O:45][CH3:46])=[C:41]([F:47])[CH:40]=2)[C:21](=[O:38])[C:22]=1[CH2:23][C:24]1[CH:25]=[CH:26][C:27]([C:30]2[CH:35]=[CH:34][CH:33]=[CH:32][C:31]=2[C:36]2[NH:3][C:4](=[O:7])[O:5][N:37]=2)=[CH:28][CH:29]=1)[CH2:14][CH2:15][CH3:16]. The yield is 0.690. (2) The reactants are Cl.[NH:2]([C:4]1[CH:9]=[C:8]([C:10]#[N:11])[CH:7]=[CH:6][N:5]=1)[NH2:3].[Cl:12][C:13]1[CH:18]=[CH:17][C:16]([C:19](=O)/[CH:20]=[CH:21]/N(C)C)=[CH:15][C:14]=1[O:26][CH3:27]. No catalyst specified. The product is [Cl:12][C:13]1[CH:18]=[CH:17][C:16]([C:19]2[N:2]([C:4]3[CH:9]=[C:8]([C:10]#[N:11])[CH:7]=[CH:6][N:5]=3)[N:3]=[CH:21][CH:20]=2)=[CH:15][C:14]=1[O:26][CH3:27]. The yield is 0.740.